The task is: Predict the product of the given reaction.. This data is from Forward reaction prediction with 1.9M reactions from USPTO patents (1976-2016). (1) Given the reactants CC1(C)[O:6][C@@H:5]([C@@H:7]([OH:26])[C@@H:8]([OH:25])[CH2:9][N:10]2[C:20]3=[C:21]4[C:16](=[CH:17][CH:18]=[CH:19]3)[C:15]([CH3:23])([CH3:22])[CH2:14][CH2:13][N:12]4[C:11]2=[O:24])[CH2:4][O:3]1, predict the reaction product. The product is: [CH3:22][C:15]1([CH3:23])[C:16]2[C:21]3=[C:20]([N:10]([CH2:9][C@H:8]([OH:25])[C@H:7]([OH:26])[C@H:5]([OH:6])[CH2:4][OH:3])[C:11](=[O:24])[N:12]3[CH2:13][CH2:14]1)[CH:19]=[CH:18][CH:17]=2. (2) The product is: [Br:11][C:7]1[C:2]([Cl:1])=[C:3]([CH:9]=[O:10])[CH:4]=[N:5][CH:6]=1. Given the reactants [Cl:1][C:2]1[C:7](Cl)=[CH:6][N:5]=[CH:4][C:3]=1[CH:9]=[O:10].[Br:11]C1C=NC=CC=1Cl, predict the reaction product. (3) Given the reactants [NH2:1][CH:2]([C:10]1[C:19]2[C:14](=[CH:15][CH:16]=[CH:17][CH:18]=2)[CH:13]=[CH:12][C:11]=1[O:20][CH3:21])[CH2:3][CH2:4][CH2:5][C:6]([O:8]C)=O.[O:22]([C:29]1[CH:30]=[C:31]([CH:34]=[CH:35][CH:36]=1)[CH:32]=O)[C:23]1[CH:28]=[CH:27][CH:26]=[CH:25][CH:24]=1, predict the reaction product. The product is: [CH3:21][O:20][C:11]1[CH:12]=[CH:13][C:14]2[C:19](=[CH:18][CH:17]=[CH:16][CH:15]=2)[C:10]=1[CH:2]1[N:1]([CH2:32][C:31]2[CH:34]=[CH:35][CH:36]=[C:29]([O:22][C:23]3[CH:28]=[CH:27][CH:26]=[CH:25][CH:24]=3)[CH:30]=2)[C:6](=[O:8])[CH2:5][CH2:4][CH2:3]1. (4) Given the reactants [CH3:1][C:2]([CH3:15])([CH3:14])[CH2:3][NH:4][CH2:5][C:6]1[S:10][C:9](B(O)O)=[CH:8][CH:7]=1.Br[C:17]1[CH:18]=[C:19]2[C:23](=[C:24]([C:26]([NH2:28])=[O:27])[CH:25]=1)[NH:22][CH:21]=[C:20]2[CH:29]1[CH2:34][CH2:33][N:32]([S:35]([CH2:38][CH3:39])(=[O:37])=[O:36])[CH2:31][CH2:30]1.C(=O)([O-])[O-].[K+].[K+], predict the reaction product. The product is: [CH3:1][C:2]([CH3:15])([CH3:14])[CH2:3][NH:4][CH2:5][C:6]1[S:10][C:9]([C:17]2[CH:18]=[C:19]3[C:23](=[C:24]([C:26]([NH2:28])=[O:27])[CH:25]=2)[NH:22][CH:21]=[C:20]3[CH:29]2[CH2:30][CH2:31][N:32]([S:35]([CH2:38][CH3:39])(=[O:36])=[O:37])[CH2:33][CH2:34]2)=[CH:8][CH:7]=1. (5) Given the reactants [C:1](Cl)(=[O:3])[CH3:2].[Cl:5][C:6]1[CH:42]=[CH:41][CH:40]=[CH:39][C:7]=1[CH2:8][N:9]([CH3:38])[C:10]([C:12]1[N:13]=[N:14][N:15]([CH2:23][C:24]2[CH:29]=[C:28]([C:30]([F:33])([F:32])[F:31])[CH:27]=[C:26]([C:34]([F:37])([F:36])[F:35])[CH:25]=2)[C:16]=1[N:17]1[CH2:22][CH2:21][NH:20][CH2:19][CH2:18]1)=[O:11].C(N(CC)CC)C, predict the reaction product. The product is: [Cl:5][C:6]1[CH:42]=[CH:41][CH:40]=[CH:39][C:7]=1[CH2:8][N:9]([CH3:38])[C:10]([C:12]1[N:13]=[N:14][N:15]([CH2:23][C:24]2[CH:29]=[C:28]([C:30]([F:33])([F:31])[F:32])[CH:27]=[C:26]([C:34]([F:35])([F:36])[F:37])[CH:25]=2)[C:16]=1[N:17]1[CH2:18][CH2:19][N:20]([C:1](=[O:3])[CH3:2])[CH2:21][CH2:22]1)=[O:11]. (6) Given the reactants [CH2:1]([C:4]1[S:5][C:6]2[NH:7][CH:8]=[CH:9][C:10](=O)[C:11]=2[N:12]=1)[CH2:2][CH3:3].P(Cl)(Cl)([Cl:16])=O.[OH-].[Na+], predict the reaction product. The product is: [Cl:16][C:10]1[CH:9]=[CH:8][N:7]=[C:6]2[S:5][C:4]([CH2:1][CH2:2][CH3:3])=[N:12][C:11]=12. (7) Given the reactants Br[C:2]1[CH:3]=[CH:4][C:5]([C:10]([N:12]2[CH2:17][CH2:16][N:15]([C:18]3[C:23]([CH3:24])=[CH:22][C:21]([CH3:25])=[C:20]([CH3:26])[N:19]=3)[CH2:14][CH2:13]2)=[O:11])=[C:6]([CH:9]=1)[C:7]#[N:8].[C:27]([N:30]1[CH2:34][CH2:33][NH:32][C:31]1=[O:35])(=[O:29])[CH3:28], predict the reaction product. The product is: [C:27]([N:30]1[CH2:34][CH2:33][N:32]([C:2]2[CH:3]=[CH:4][C:5]([C:10]([N:12]3[CH2:17][CH2:16][N:15]([C:18]4[C:23]([CH3:24])=[CH:22][C:21]([CH3:25])=[C:20]([CH3:26])[N:19]=4)[CH2:14][CH2:13]3)=[O:11])=[C:6]([CH:9]=2)[C:7]#[N:8])[C:31]1=[O:35])(=[O:29])[CH3:28].